This data is from HIV replication inhibition screening data with 41,000+ compounds from the AIDS Antiviral Screen. The task is: Binary Classification. Given a drug SMILES string, predict its activity (active/inactive) in a high-throughput screening assay against a specified biological target. (1) The compound is O=C(O)c1ccccc1C=C1Cc2ccc3c(c2C1=O)CCCC3. The result is 0 (inactive). (2) The result is 0 (inactive). The compound is CC(C)(C)NN=C1C(C)(C)C(=NNC(C)(C)C)C1(C)C. (3) The result is 0 (inactive). The molecule is COc1cc2oc(=O)cc(C)c2c(OC)c1OC(C)=O. (4) The result is 0 (inactive). The compound is COc1cc2c(cc1OC)C1C(=O)c3cc4c(cc3C1N(C)C2=O)OCO4. (5) The drug is COc1ccc(CC2Cc3cc(OC)c(OC)cc3CN2C)cc1.Cl. The result is 0 (inactive). (6) The molecule is CCC(C)NC(=S)NN=C(C)c1ccccn1. The result is 0 (inactive). (7) The molecule is Cc1ccc(O)c(C(c2cccc(C(c3cc(C)ccc3O)c3cc(C)ccc3O)c2)c2cc(C)ccc2O)c1. The result is 0 (inactive).